This data is from Full USPTO retrosynthesis dataset with 1.9M reactions from patents (1976-2016). The task is: Predict the reactants needed to synthesize the given product. (1) Given the product [NH3:4].[CH:1]1([N:4]([CH2:18][C:19]2[O:23][C:22]([C:24]([N:30]([CH3:29])[CH2:31][C:32]3[CH:33]=[CH:34][C:35]([CH2:38][N:39]4[CH2:43][CH2:42][CH2:41][CH2:40]4)=[CH:36][CH:37]=3)=[O:26])=[N:21][N:20]=2)[S:5]([C:8]2[C:13]([CH3:14])=[CH:12][C:11]([O:15][CH3:16])=[CH:10][C:9]=2[CH3:17])(=[O:6])=[O:7])[CH2:2][CH2:3]1, predict the reactants needed to synthesize it. The reactants are: [CH:1]1([N:4]([CH2:18][C:19]2[O:23][C:22]([C:24]([O:26]CC)=O)=[N:21][N:20]=2)[S:5]([C:8]2[C:13]([CH3:14])=[CH:12][C:11]([O:15][CH3:16])=[CH:10][C:9]=2[CH3:17])(=[O:7])=[O:6])[CH2:3][CH2:2]1.[CH3:29][NH:30][CH2:31][C:32]1[CH:37]=[CH:36][C:35]([CH2:38][N:39]2[CH2:43][CH2:42][CH2:41][CH2:40]2)=[CH:34][CH:33]=1.C[Al](C)C. (2) Given the product [C:18]([O:17][C:15]([NH:14][C@H:13]([C:22]([O:24][CH3:25])=[O:23])[CH2:12][C:11]1[CH:26]=[CH:27][C:8]([O:7][CH2:6][CH2:5][CH2:4][N:34]([C:35]([O:36][C:37]([CH3:40])([CH3:39])[CH3:38])=[O:41])[C:29]2[CH:30]=[CH:31][CH:32]=[CH:33][N:28]=2)=[CH:9][CH:10]=1)=[O:16])([CH3:21])([CH3:20])[CH3:19], predict the reactants needed to synthesize it. The reactants are: [H-].[Na+].Br[CH2:4][CH2:5][CH2:6][O:7][C:8]1[CH:27]=[CH:26][C:11]([CH2:12][C@@H:13]([C:22]([O:24][CH3:25])=[O:23])[NH:14][C:15]([O:17][C:18]([CH3:21])([CH3:20])[CH3:19])=[O:16])=[CH:10][CH:9]=1.[N:28]1[CH:33]=[CH:32][CH:31]=[CH:30][C:29]=1[NH:34][C:35](=[O:41])[O:36][C:37]([CH3:40])([CH3:39])[CH3:38].